Task: Regression. Given a peptide amino acid sequence and an MHC pseudo amino acid sequence, predict their binding affinity value. This is MHC class II binding data.. Dataset: Peptide-MHC class II binding affinity with 134,281 pairs from IEDB (1) The peptide sequence is SVRFSWLSLLVPFVQWF. The MHC is DRB1_0101 with pseudo-sequence DRB1_0101. The binding affinity (normalized) is 0.613. (2) The peptide sequence is QPLALEGSLQSRG. The MHC is DRB1_0401 with pseudo-sequence DRB1_0401. The binding affinity (normalized) is 0.550. (3) The peptide sequence is YLPKPPKPVSKLRLATPLLLQALPL. The MHC is DRB1_0404 with pseudo-sequence DRB1_0404. The binding affinity (normalized) is 0.442. (4) The peptide sequence is MSIYVYALPLKMLNI. The MHC is DRB1_0301 with pseudo-sequence DRB1_0301. The binding affinity (normalized) is 0.503. (5) The peptide sequence is KFILDGDNLFPKV. The MHC is DRB3_0101 with pseudo-sequence DRB3_0101. The binding affinity (normalized) is 0.970. (6) The peptide sequence is ATVATAPEVKYTVFE. The MHC is DRB1_0701 with pseudo-sequence DRB1_0701. The binding affinity (normalized) is 0.243. (7) The peptide sequence is WTNTPTKWDNSFLEI. The MHC is DRB5_0101 with pseudo-sequence DRB5_0101. The binding affinity (normalized) is 0.102. (8) The peptide sequence is SGCWYGMEIRPQRHDEK. The MHC is DRB5_0101 with pseudo-sequence DRB5_0101. The binding affinity (normalized) is 0.349. (9) The peptide sequence is MSIHGKGEWMTTEDM. The MHC is HLA-DQA10201-DQB10303 with pseudo-sequence HLA-DQA10201-DQB10303. The binding affinity (normalized) is 0.292.